Dataset: Reaction yield outcomes from USPTO patents with 853,638 reactions. Task: Predict the reaction yield, written as a fraction of the theoretical maximum amount of product (1.0 means a 100% yield; for example, 0.34 means a 34% yield). (1) The reactants are FC(F)(F)C1C=C(NC(=O)NC2C=CC(C3SC(CCC(OC)=O)=NC=3)=CC=2)C=CC=1.[NH2:32][C:33]1[CH:38]=[CH:37][C:36]([C:39]2[S:43][C:42]([CH:44]3[CH2:49][CH2:48][CH:47]([C:50]([O:52][CH3:53])=[O:51])[CH2:46][CH2:45]3)=[N:41][CH:40]=2)=[CH:35][CH:34]=1.[N:54]([C:57]1[CH:62]=[CH:61][C:60]([F:63])=[C:59]([F:64])[CH:58]=1)=[C:55]=[O:56]. No catalyst specified. The product is [F:64][C:59]1[CH:58]=[C:57]([NH:54][C:55](=[O:56])[NH:32][C:33]2[CH:34]=[CH:35][C:36]([C:39]3[S:43][C:42]([CH:44]4[CH2:45][CH2:46][CH:47]([C:50]([O:52][CH3:53])=[O:51])[CH2:48][CH2:49]4)=[N:41][CH:40]=3)=[CH:37][CH:38]=2)[CH:62]=[CH:61][C:60]=1[F:63]. The yield is 0.670. (2) The reactants are [C:1]([N:4]1[CH2:9][CH2:8][CH:7]([C:10]2[C:11]3[CH:21]=[CH:20][CH:19]=[C:18]([C:22]([F:25])([F:24])[F:23])[C:12]=3[S:13][C:14]=2C(O)=O)[CH2:6][CH2:5]1)(=[O:3])[CH3:2].N1C2C(=CC=CC=2)C=CC=1. The catalyst is C(OCC)(=O)C. The product is [F:25][C:22]([F:23])([F:24])[C:18]1[C:12]2[S:13][CH:14]=[C:10]([CH:7]3[CH2:6][CH2:5][N:4]([C:1](=[O:3])[CH3:2])[CH2:9][CH2:8]3)[C:11]=2[CH:21]=[CH:20][CH:19]=1. The yield is 0.740.